From a dataset of Choline transporter screen with 302,306 compounds. Binary Classification. Given a drug SMILES string, predict its activity (active/inactive) in a high-throughput screening assay against a specified biological target. (1) The compound is O=C(N1CCN(CC1)c1n2nc(c(c2nc(C(C)(C)C)c1)c1ccccc1)C)c1occc1. The result is 0 (inactive). (2) The drug is N1C(c2nc[nH]c2CC1)c1ccccc1. The result is 0 (inactive). (3) The drug is FC(F)(F)C1n2[nH]cc(c2=NC(C1)c1cc(OC)ccc1)C(O)=O. The result is 0 (inactive). (4) The compound is O(c1c(Nc2c([N+]([O-])=O)c3nonc3cc2)cccc1)CC. The result is 1 (active). (5) The compound is Brc1ccc(CC(=O)Nc2ccc(S(=O)(=O)Nc3nc(ccn3)C)cc2)cc1. The result is 0 (inactive). (6) The compound is S(=O)(=O)(N1CCOCC1)c1cc(c(cc1)C)C(=O)NCc1occc1. The result is 0 (inactive). (7) The compound is Clc1ccc(OP(Oc2ccc(Cl)cc2)(=O)N)cc1. The result is 0 (inactive). (8) The molecule is S1c2n(N=C(C1)c1ccccc1)c(nn2)Cn1nnc2c1cccc2. The result is 0 (inactive). (9) The drug is S(=O)(=O)(Nc1c(n(n(c1=O)c1ccccc1)C)C)c1cc([N+]([O-])=O)c(N2CCN(CC2)C)cc1. The result is 0 (inactive).